This data is from Full USPTO retrosynthesis dataset with 1.9M reactions from patents (1976-2016). The task is: Predict the reactants needed to synthesize the given product. (1) Given the product [CH3:22][S:23]([O:9][CH2:8][CH2:7][CH2:6][CH2:5][CH2:4][CH2:3][C:2]([F:14])([F:1])[C:10]([F:11])([F:12])[F:13])(=[O:25])=[O:24], predict the reactants needed to synthesize it. The reactants are: [F:1][C:2]([F:14])([C:10]([F:13])([F:12])[F:11])[CH2:3][CH2:4][CH2:5][CH2:6][CH2:7][CH2:8][OH:9].C(N(CC)CC)C.[CH3:22][S:23](Cl)(=[O:25])=[O:24].C(OCC)(=O)C.CCCCCC. (2) Given the product [CH:34]([N:33]1[C:29]([C:23]2[N:24]=[C:25]3[C:26]4[CH:27]=[CH:28][C:15]([C:10]5[CH:11]=[CH:12][CH:13]=[CH:14][C:9]=5[S:6]([NH2:5])(=[O:7])=[O:8])=[CH:16][C:17]=4[O:18][CH2:19][CH2:20][N:21]3[CH:22]=2)=[N:30][CH:31]=[N:32]1)([CH3:36])[CH3:35], predict the reactants needed to synthesize it. The reactants are: C([NH:5][S:6]([C:9]1[CH:14]=[CH:13][CH:12]=[CH:11][C:10]=1[C:15]1[CH:16]=[C:17]2[C:26](=[CH:27][CH:28]=1)[C:25]1[N:21]([CH:22]=[C:23]([C:29]3[N:33]([CH:34]([CH3:36])[CH3:35])[N:32]=[CH:31][N:30]=3)[N:24]=1)[CH2:20][CH2:19][O:18]2)(=[O:8])=[O:7])(C)(C)C. (3) The reactants are: [Br:1][C:2]1[CH:7]=[CH:6][C:5](I)=[CH:4][C:3]=1[O:9][CH3:10].[F:11][C:12]1[CH:13]=[C:14](B(O)O)[CH:15]=[CH:16][CH:17]=1.C(=O)([O-])[O-].[Na+].[Na+]. Given the product [Br:1][C:2]1[CH:7]=[CH:6][C:5]([C:16]2[CH:15]=[CH:14][CH:13]=[C:12]([F:11])[CH:17]=2)=[CH:4][C:3]=1[O:9][CH3:10], predict the reactants needed to synthesize it. (4) The reactants are: [CH3:1][O:2][CH:3]([O:6][CH3:7])[CH2:4][NH2:5].CC1(C)N([O])C(C)(C)CCC1.[C:19](Cl)(=[O:23])[C:20]([CH3:22])=[CH2:21]. Given the product [CH3:1][O:2][CH:3]([O:6][CH3:7])[CH2:4][NH:5][C:19](=[O:23])[C:20]([CH3:22])=[CH2:21], predict the reactants needed to synthesize it. (5) The reactants are: Cl[C:2]1[CH:7]=[CH:6][N:5]=[CH:4][C:3]=1[N+:8]([O-:10])=[O:9].[NH2:11][CH2:12][C:13]([O:15][CH2:16][CH3:17])=[O:14].CCN(C(C)C)C(C)C. Given the product [N+:8]([C:3]1[CH:4]=[N:5][CH:6]=[CH:7][C:2]=1[NH:11][CH2:12][C:13]([O:15][CH2:16][CH3:17])=[O:14])([O-:10])=[O:9], predict the reactants needed to synthesize it.